Dataset: Full USPTO retrosynthesis dataset with 1.9M reactions from patents (1976-2016). Task: Predict the reactants needed to synthesize the given product. (1) Given the product [CH2:1]([C:3]1[CH:8]=[C:7]([C:9]2[O:10][C:11]([C:14]3[CH:19]=[C:18]([CH3:20])[N:17]=[C:16]([NH:21][CH:22]([CH3:23])[CH3:24])[N:15]=3)=[CH:12][N:13]=2)[CH:6]=[C:5]([CH3:25])[C:4]=1[O:26][CH2:28][CH:29]([OH:32])[CH2:30][OH:31])[CH3:2], predict the reactants needed to synthesize it. The reactants are: [CH2:1]([C:3]1[CH:8]=[C:7]([C:9]2[O:10][C:11]([C:14]3[CH:19]=[C:18]([CH3:20])[N:17]=[C:16]([NH:21][CH:22]([CH3:24])[CH3:23])[N:15]=3)=[CH:12][N:13]=2)[CH:6]=[C:5]([CH3:25])[C:4]=1[OH:26])[CH3:2].Cl[CH2:28][C@@H:29]([OH:32])[CH2:30][OH:31]. (2) Given the product [Br:24][C:20]1[N:19]=[C:18]([CH2:17][N:8]2[C:9]3[C:14](=[CH:13][CH:12]=[CH:11][CH:10]=3)[C:15](=[O:16])[C:6]([C:4]([C:32]3[C:27]([CH3:26])=[N:28][C:29]([CH3:34])=[CH:30][CH:31]=3)=[O:5])=[CH:7]2)[CH:23]=[CH:22][CH:21]=1, predict the reactants needed to synthesize it. The reactants are: CON(C)[C:4]([C:6]1[C:15](=[O:16])[C:14]2[C:9](=[CH:10][CH:11]=[CH:12][CH:13]=2)[N:8]([CH2:17][C:18]2[CH:23]=[CH:22][CH:21]=[C:20]([Br:24])[N:19]=2)[CH:7]=1)=[O:5].[CH3:26][C:27]1[CH:32]=[CH:31][C:30](I)=[C:29]([CH3:34])[N:28]=1.C([Mg]Cl)(C)C. (3) The reactants are: [N:1]1[C:5]2[CH:6]=[CH:7][C:8]([NH2:10])=[CH:9][C:4]=2[NH:3][CH:2]=1.[CH3:11][C:12]1[CH:19]=[CH:18][C:15]([CH2:16]Br)=[CH:14][CH:13]=1.C([O-])([O-])=O.[K+].[K+]. Given the product [CH3:11][C:12]1[CH:19]=[CH:18][C:15]([CH2:16][N:1]2[C:5]3[CH:6]=[CH:7][C:8]([NH2:10])=[CH:9][C:4]=3[N:3]=[CH:2]2)=[CH:14][CH:13]=1, predict the reactants needed to synthesize it. (4) The reactants are: [F:1][C:2]1[CH:20]=[CH:19][CH:18]=[C:17]([F:21])[C:3]=1[CH2:4][O:5][C:6]1[C:7]2[N:8]([CH:13]=[C:14]([CH3:16])[N:15]=2)[CH:9]=[C:10]([CH3:12])[CH:11]=1.[Br:22]N1C(=O)CCC1=O. Given the product [Br:22][C:13]1[N:8]2[CH:9]=[C:10]([CH3:12])[CH:11]=[C:6]([O:5][CH2:4][C:3]3[C:17]([F:21])=[CH:18][CH:19]=[CH:20][C:2]=3[F:1])[C:7]2=[N:15][C:14]=1[CH3:16], predict the reactants needed to synthesize it. (5) Given the product [Cl:19][C:17]1[CH:18]=[C:9]([N:8]([CH2:21][CH3:22])[C@H:5]2[CH2:6][CH2:7][C@H:2]([NH:1][CH:29]([C:25]3[CH:24]=[N:23][CH:28]=[CH:27][CH:26]=3)[CH3:30])[CH2:3][CH2:4]2)[C:10]([CH3:20])=[C:11]([CH:16]=1)[C:12]([O:14][CH3:15])=[O:13], predict the reactants needed to synthesize it. The reactants are: [NH2:1][C@H:2]1[CH2:7][CH2:6][C@H:5]([N:8]([CH2:21][CH3:22])[C:9]2[C:10]([CH3:20])=[C:11]([CH:16]=[C:17]([Cl:19])[CH:18]=2)[C:12]([O:14][CH3:15])=[O:13])[CH2:4][CH2:3]1.[N:23]1[CH:28]=[CH:27][CH:26]=[C:25]([C:29](=O)[CH3:30])[CH:24]=1.C([BH3-])#N.[Na+].